This data is from Forward reaction prediction with 1.9M reactions from USPTO patents (1976-2016). The task is: Predict the product of the given reaction. (1) Given the reactants C1(C)CCC(C(C)C)[CH:3]([C:10]2[CH:11]=[CH:12][C:13]3[O:17][C:16]([C:18]4[CH:19]=[C:20]([NH2:24])[CH:21]=[CH:22][CH:23]=4)=[N:15][C:14]=3[CH:25]=2)C1.[Cl:27][C:28]1[CH:36]=[CH:35][C:34]([S:37]([CH3:40])(=[O:39])=[O:38])=[CH:33][C:29]=1[C:30](Cl)=[O:31], predict the reaction product. The product is: [Cl:27][C:28]1[CH:36]=[CH:35][C:34]([S:37]([CH3:40])(=[O:39])=[O:38])=[CH:33][C:29]=1[C:30]([NH:24][C:20]1[CH:21]=[CH:22][CH:23]=[C:18]([C:16]2[O:17][C:13]3[CH:12]=[CH:11][C:10]([CH3:3])=[CH:25][C:14]=3[N:15]=2)[CH:19]=1)=[O:31]. (2) The product is: [Br:10][CH2:9][C:3]1[CH:4]=[CH:5][CH:6]=[C:7]([CH3:8])[C:2]=1[Br:1]. Given the reactants [Br:1][C:2]1[C:7]([CH3:8])=[CH:6][CH:5]=[CH:4][C:3]=1[CH3:9].[Br:10]N1C(=O)CCC1=O, predict the reaction product. (3) Given the reactants [CH2:1]([O:8][C@@H:9]1[C@@H:13]([C@@H:14]([CH2:23][OH:24])[O:15][CH2:16][C:17]2[CH:22]=[CH:21][CH:20]=[CH:19][CH:18]=2)[O:12][C@@H:11]([N:25]2[CH:33]=[C:31]([CH3:32])[C:29](=[O:30])[NH:28][C:26]2=[O:27])[C@@H:10]1[OH:34])[C:2]1[CH:7]=[CH:6][CH:5]=[CH:4][CH:3]=1.[C:35]1([CH3:45])[CH:40]=[CH:39][C:38]([S:41](Cl)(=[O:43])=[O:42])=[CH:37][CH:36]=1, predict the reaction product. The product is: [CH2:1]([O:8][C@@H:9]1[C@@H:13]([C@@H:14]([CH2:23][O:24][S:41]([C:38]2[CH:39]=[CH:40][C:35]([CH3:45])=[CH:36][CH:37]=2)(=[O:43])=[O:42])[O:15][CH2:16][C:17]2[CH:22]=[CH:21][CH:20]=[CH:19][CH:18]=2)[O:12][C@@H:11]([N:25]2[CH:33]=[C:31]([CH3:32])[C:29](=[O:30])[NH:28][C:26]2=[O:27])[C@@H:10]1[O:34][S:41]([C:38]1[CH:39]=[CH:40][C:35]([CH3:45])=[CH:36][CH:37]=1)(=[O:43])=[O:42])[C:2]1[CH:3]=[CH:4][CH:5]=[CH:6][CH:7]=1. (4) Given the reactants [Cl:1][C:2]1[CH:3]=[C:4]([CH2:8][CH:9]([OH:18])[CH2:10][CH2:11][CH:12]2[NH:16][C:15](=[O:17])[CH2:14][CH2:13]2)[CH:5]=[CH:6][CH:7]=1.[Si:19](Cl)([C:22]([CH3:25])([CH3:24])[CH3:23])([CH3:21])[CH3:20], predict the reaction product. The product is: [C:22]([Si:19]([CH3:21])([CH3:20])[O:18][CH:9]([CH2:8][C:4]1[CH:5]=[CH:6][CH:7]=[C:2]([Cl:1])[CH:3]=1)[CH2:10][CH2:11][CH:12]1[NH:16][C:15](=[O:17])[CH2:14][CH2:13]1)([CH3:25])([CH3:24])[CH3:23]. (5) The product is: [C:15]1([N:1]2[CH:5]=[CH:4][CH:3]=[N:2]2)[C:16]2[C:11](=[CH:10][CH:9]=[CH:8][CH:7]=2)[CH:12]=[CH:13][CH:14]=1. Given the reactants [NH:1]1[CH:5]=[CH:4][CH:3]=[N:2]1.I[C:7]1[C:16]2[C:11](=[CH:12][CH:13]=[CH:14][CH:15]=2)[CH:10]=[CH:9][CH:8]=1.C([O-])([O-])=O.[Cs+].[Cs+], predict the reaction product.